From a dataset of Peptide-MHC class I binding affinity with 185,985 pairs from IEDB/IMGT. Regression. Given a peptide amino acid sequence and an MHC pseudo amino acid sequence, predict their binding affinity value. This is MHC class I binding data. (1) The peptide sequence is ISSVLTILY. The binding affinity (normalized) is 0.403. The MHC is HLA-A68:01 with pseudo-sequence HLA-A68:01. (2) The peptide sequence is VVQPGRSLRL. The MHC is HLA-B08:01 with pseudo-sequence HLA-B08:01. The binding affinity (normalized) is 0.0235. (3) The peptide sequence is FPFLYKFLL. The MHC is HLA-B42:01 with pseudo-sequence HLA-B42:01. The binding affinity (normalized) is 0.809. (4) The peptide sequence is TTSDFFVNY. The MHC is HLA-B15:09 with pseudo-sequence HLA-B15:09. The binding affinity (normalized) is 0.0847.